The task is: Predict the product of the given reaction.. This data is from Forward reaction prediction with 1.9M reactions from USPTO patents (1976-2016). The product is: [Cl:15][C:7]1[N:8]=[C:3]([S:2][CH3:1])[N:4]=[N:5][C:6]=1[C:10]#[N:12]. Given the reactants [CH3:1][S:2][C:3]1[NH:8][C:7](=O)[C:6]([C:10]([NH2:12])=O)=[N:5][N:4]=1.P(Cl)(Cl)([Cl:15])=O, predict the reaction product.